Dataset: Catalyst prediction with 721,799 reactions and 888 catalyst types from USPTO. Task: Predict which catalyst facilitates the given reaction. (1) Reactant: [OH:1][C:2]1[CH:7]=[CH:6][C:5]([CH2:8][CH2:9][C:10](O)=[O:11])=[CH:4][CH:3]=1.[CH3:13][O:14][C:15](=[O:26])[CH:16]([NH2:25])[CH2:17][C:18]1[CH:23]=[CH:22][C:21]([OH:24])=[CH:20][CH:19]=1.C1(N=C=NC2CCCCC2)CCCCC1. Product: [CH3:13][O:14][C:15](=[O:26])[CH:16]([NH:25][C:10](=[O:11])[CH2:9][CH2:8][C:5]1[CH:6]=[CH:7][C:2]([OH:1])=[CH:3][CH:4]=1)[CH2:17][C:18]1[CH:23]=[CH:22][C:21]([OH:24])=[CH:20][CH:19]=1. The catalyst class is: 4. (2) Reactant: [CH:1]([O:14][CH2:15][CH2:16][N:17]1[CH2:22][CH2:21][N:20]([CH2:23][CH2:24][CH2:25][C:26]2[CH:31]=[CH:30][C:29]([NH:32][C:33]([CH2:35][CH2:36][CH2:37][CH2:38][CH2:39][CH2:40][CH2:41][CH2:42][CH2:43][CH2:44][S:45]C(=O)C)=[O:34])=[CH:28][CH:27]=2)[CH2:19][CH2:18]1)([C:8]1[CH:13]=[CH:12][CH:11]=[CH:10][CH:9]=1)[C:2]1[CH:7]=[CH:6][CH:5]=[CH:4][CH:3]=1.N. Product: [CH:1]([O:14][CH2:15][CH2:16][N:17]1[CH2:18][CH2:19][N:20]([CH2:23][CH2:24][CH2:25][C:26]2[CH:27]=[CH:28][C:29]([NH:32][C:33](=[O:34])[CH2:35][CH2:36][CH2:37][CH2:38][CH2:39][CH2:40][CH2:41][CH2:42][CH2:43][CH2:44][SH:45])=[CH:30][CH:31]=2)[CH2:21][CH2:22]1)([C:2]1[CH:3]=[CH:4][CH:5]=[CH:6][CH:7]=1)[C:8]1[CH:13]=[CH:12][CH:11]=[CH:10][CH:9]=1. The catalyst class is: 5. (3) Reactant: [CH3:1][O:2][C:3]1[CH:4]=[C:5]([C:11]2[CH:15]=[C:14]([CH2:16][CH2:17][CH:18]=O)[O:13][N:12]=2)[CH:6]=[CH:7][C:8]=1[O:9][CH3:10].[CH3:20][O:21][C:22]1[CH:27]=[CH:26][CH:25]=[CH:24][C:23]=1[N:28]1[CH2:33][CH2:32][NH:31][CH2:30][CH2:29]1.[BH-](OC(C)=O)(OC(C)=O)OC(C)=O.[Na+]. The catalyst class is: 2. Product: [CH3:10][O:9][C:8]1[CH:7]=[CH:6][C:5]([C:11]2[CH:15]=[C:14]([CH2:16][CH2:17][CH2:18][N:31]3[CH2:30][CH2:29][N:28]([C:23]4[CH:24]=[CH:25][CH:26]=[CH:27][C:22]=4[O:21][CH3:20])[CH2:33][CH2:32]3)[O:13][N:12]=2)=[CH:4][C:3]=1[O:2][CH3:1]. (4) Reactant: C([O:3][C:4](=O)[C:5]([C:7]1[C:15]2[C:10](=[CH:11][CH:12]=[CH:13][C:14]=2[Cl:16])[NH:9][CH:8]=1)=O)C.[H-].[H-].[H-].[H-].[Li+].[Al+3].O. Product: [Cl:16][C:14]1[CH:13]=[CH:12][CH:11]=[C:10]2[C:15]=1[C:7]([CH2:5][CH2:4][OH:3])=[CH:8][NH:9]2. The catalyst class is: 49. (5) Reactant: [F:1][C:2]1[CH:3]=[CH:4][C:5]([CH3:12])=[C:6]([S:8](Cl)(=[O:10])=[O:9])[CH:7]=1.[CH3:13][NH:14][CH3:15]. Product: [F:1][C:2]1[CH:3]=[CH:4][C:5]([CH3:12])=[C:6]([S:8]([N:14]([CH3:15])[CH3:13])(=[O:10])=[O:9])[CH:7]=1. The catalyst class is: 36. (6) Reactant: [C:1]([O:5][C:6]([NH:8][C@H:9]([C:13]([O:15][C:16]([CH3:19])([CH3:18])[CH3:17])=[O:14])[CH2:10][CH2:11][SH:12])=[O:7])([CH3:4])([CH3:3])[CH3:2].Br[CH2:21][CH2:22][CH2:23][F:24].C(=O)([O-])[O-].[K+].[K+]. Product: [C:1]([O:5][C:6]([NH:8][C@H:9]([C:13]([O:15][C:16]([CH3:19])([CH3:18])[CH3:17])=[O:14])[CH2:10][CH2:11][S:12][CH2:21][CH2:22][CH2:23][F:24])=[O:7])([CH3:3])([CH3:4])[CH3:2]. The catalyst class is: 18. (7) Reactant: [NH2:1][C:2]1[CH:3]=[CH:4][C:5]([Cl:8])=[N:6][CH:7]=1.C(N(CC)CC)C.[Cl-].ClC1N(C)CC[NH+]1C.[CH3:25][O:26][C:27]1[C:28](=[O:51])[C:29]([CH3:50])=[C:30]([CH2:36][C:37]2[CH:38]=[CH:39][C:40]([O:46][C:47](=[O:49])[CH3:48])=[C:41]([CH:45]=2)[C:42](O)=[O:43])[C:31](=[O:35])[C:32]=1[O:33][CH3:34]. Product: [Cl:8][C:5]1[N:6]=[CH:7][C:2]([NH:1][C:42](=[O:43])[C:41]2[CH:45]=[C:37]([CH2:36][C:30]3[C:31](=[O:35])[C:32]([O:33][CH3:34])=[C:27]([O:26][CH3:25])[C:28](=[O:51])[C:29]=3[CH3:50])[CH:38]=[CH:39][C:40]=2[O:46][C:47](=[O:49])[CH3:48])=[CH:3][CH:4]=1. The catalyst class is: 2.